This data is from Reaction yield outcomes from USPTO patents with 853,638 reactions. The task is: Predict the reaction yield, written as a fraction of the theoretical maximum amount of product (1.0 means a 100% yield; for example, 0.34 means a 34% yield). (1) The reactants are [F:1][C:2]1[CH:3]=[C:4]([NH:9][C:10]([C:12]2[CH:13]=[C:14]([S:19](Cl)(=[O:21])=[O:20])[CH:15]=[CH:16][C:17]=2[F:18])=[O:11])[CH:5]=[CH:6][C:7]=1[F:8].CCN(CC)CC.Cl.[N:31]1[CH:36]=[CH:35][CH:34]=[N:33][C:32]=1[CH:37]([NH2:39])[CH3:38]. The catalyst is C1COCC1. The product is [F:1][C:2]1[CH:3]=[C:4]([NH:9][C:10](=[O:11])[C:12]2[CH:13]=[C:14]([S:19](=[O:21])(=[O:20])[NH:39][CH:37]([C:32]3[N:33]=[CH:34][CH:35]=[CH:36][N:31]=3)[CH3:38])[CH:15]=[CH:16][C:17]=2[F:18])[CH:5]=[CH:6][C:7]=1[F:8]. The yield is 0.350. (2) The reactants are [CH3:1][C:2]1[CH:7]=[CH:6][C:5]([S:8]([O:11][CH2:12][CH:13]2[CH2:17][C:16]3[CH:18]=[CH:19][CH:20]=[C:21](Br)[C:15]=3[O:14]2)(=[O:10])=[O:9])=[CH:4][CH:3]=1.[CH3:23][O:24][C:25]1[CH:26]=[C:27](B(O)O)[CH:28]=[CH:29][CH:30]=1.C(=O)([O-])[O-].[K+].[K+].CC1C=CC(S(OCC2CC3C(C4C=CC=CC=4)=CC=CC=3O2)(=O)=O)=CC=1. The catalyst is CC1C=CC=CC=1[P](C1C=CC=CC=1C)([Pd](Cl)(Cl)[P](C1=C(C)C=CC=C1)(C1C=CC=CC=1C)C1C=CC=CC=1C)C1C=CC=CC=1C. The product is [CH3:1][C:2]1[CH:7]=[CH:6][C:5]([S:8]([O:11][CH2:12][CH:13]2[CH2:17][C:16]3[CH:18]=[CH:19][CH:20]=[C:21]([C:29]4[CH:28]=[CH:27][CH:26]=[C:25]([O:24][CH3:23])[CH:30]=4)[C:15]=3[O:14]2)(=[O:10])=[O:9])=[CH:4][CH:3]=1. The yield is 0.840.